Dataset: Full USPTO retrosynthesis dataset with 1.9M reactions from patents (1976-2016). Task: Predict the reactants needed to synthesize the given product. Given the product [O:14]=[C:13]1[NH:8][C@H:9]([C:15]([O:17][CH2:18][C:19]2[CH:24]=[CH:23][CH:22]=[CH:21][CH:20]=2)=[O:16])[CH2:10][O:11][CH2:12]1, predict the reactants needed to synthesize it. The reactants are: COC1C=CC(C[N:8]2[C:13](=[O:14])[CH2:12][O:11][CH2:10][C@H:9]2[C:15]([O:17][CH2:18][C:19]2[CH:24]=[CH:23][CH:22]=[CH:21][CH:20]=2)=[O:16])=CC=1.CCN(C(C)C)C(C)C.